From a dataset of Catalyst prediction with 721,799 reactions and 888 catalyst types from USPTO. Predict which catalyst facilitates the given reaction. (1) Reactant: [CH3:1][C:2]1[S:3][C:4]([Sn](CCCC)(CCCC)CCCC)=[CH:5][N:6]=1.[CH3:20][O:21][C:22](=[O:31])[CH2:23][C:24]1[CH:25]=[N:26][C:27](Br)=[CH:28][CH:29]=1. Product: [CH3:20][O:21][C:22](=[O:31])[CH2:23][C:24]1[CH:25]=[N:26][C:27]([C:4]2[S:3][C:2]([CH3:1])=[N:6][CH:5]=2)=[CH:28][CH:29]=1. The catalyst class is: 77. (2) Reactant: [Cl:1][C:2]1[CH:7]=[CH:6][C:5]([O:8]CC2C=CC=CC=2)=[CH:4][C:3]=1[CH2:16][N:17]1[CH:21]=[CH:20][C:19]([NH:22][C:23](=[O:32])[C:24]2[C:29]([F:30])=[CH:28][CH:27]=[CH:26][C:25]=2[F:31])=[N:18]1. Product: [Cl:1][C:2]1[CH:7]=[CH:6][C:5]([OH:8])=[CH:4][C:3]=1[CH2:16][N:17]1[CH:21]=[CH:20][C:19]([NH:22][C:23](=[O:32])[C:24]2[C:25]([F:31])=[CH:26][CH:27]=[CH:28][C:29]=2[F:30])=[N:18]1. The catalyst class is: 78. (3) Reactant: [F:1][C:2]1[C:3]([NH2:17])=[N:4][C:5]([O:8][CH2:9][C:10]2[CH:15]=[CH:14][C:13]([CH3:16])=[CH:12][CH:11]=2)=[N:6][CH:7]=1.[Li+].C[Si]([N-][Si](C)(C)C)(C)C.[CH3:28][S:29](Cl)(=[O:31])=[O:30]. Product: [F:1][C:2]1[C:3]([NH:17][S:29]([CH3:28])(=[O:31])=[O:30])=[N:4][C:5]([O:8][CH2:9][C:10]2[CH:15]=[CH:14][C:13]([CH3:16])=[CH:12][CH:11]=2)=[N:6][CH:7]=1. The catalyst class is: 1. (4) Reactant: Cl.O1CCOCC1.C(OC(=O)[NH:14][CH2:15][CH2:16][O:17][C:18]1[CH:23]=[C:22]([F:24])[CH:21]=[CH:20][C:19]=1[C:25]([N:27]1[CH2:41][C:30]2=[C:31]3[N:36]([N:37]=[C:29]2[CH2:28]1)[C:35]([CH3:38])=[C:34]([Cl:39])[C:33]([CH3:40])=[N:32]3)=[O:26])(C)(C)C. Product: [ClH:39].[NH2:14][CH2:15][CH2:16][O:17][C:18]1[CH:23]=[C:22]([F:24])[CH:21]=[CH:20][C:19]=1[C:25]([N:27]1[CH2:41][C:30]2=[C:31]3[N:36]([N:37]=[C:29]2[CH2:28]1)[C:35]([CH3:38])=[C:34]([Cl:39])[C:33]([CH3:40])=[N:32]3)=[O:26]. The catalyst class is: 2. (5) Reactant: [F:1][C:2]([F:15])([F:14])[S:3]([O:6]S(C(F)(F)F)(=O)=O)(=[O:5])=[O:4].O[C:17]1[CH:29]=[CH:28][C:20]([C:21]([O:23][C:24]([CH3:27])([CH3:26])[CH3:25])=[O:22])=[CH:19][CH:18]=1.O. Product: [C:24]([O:23][C:21](=[O:22])[C:20]1[CH:28]=[CH:29][C:17]([O:6][S:3]([C:2]([F:15])([F:14])[F:1])(=[O:5])=[O:4])=[CH:18][CH:19]=1)([CH3:27])([CH3:25])[CH3:26]. The catalyst class is: 2.